Dataset: Full USPTO retrosynthesis dataset with 1.9M reactions from patents (1976-2016). Task: Predict the reactants needed to synthesize the given product. (1) Given the product [CH:1]([N:14]1[CH2:19][CH2:18][N:17]([CH2:28]/[CH:29]=[CH:30]\[CH2:31][OH:32])[CH2:16][CH2:15]1)([C:8]1[CH:13]=[CH:12][CH:11]=[CH:10][CH:9]=1)[C:2]1[CH:7]=[CH:6][CH:5]=[CH:4][CH:3]=1, predict the reactants needed to synthesize it. The reactants are: [CH:1]([N:14]1[CH2:19][CH2:18][NH:17][CH2:16][CH2:15]1)([C:8]1[CH:13]=[CH:12][CH:11]=[CH:10][CH:9]=1)[C:2]1[CH:7]=[CH:6][CH:5]=[CH:4][CH:3]=1.C1(C)C=CC=CC=1.Cl[CH2:28][CH:29]=[CH:30][CH2:31][OH:32].C(N(C(C)C)CC)(C)C. (2) Given the product [CH3:1][N:2]1[C:6]([C:7]2[CH:12]=[CH:11][CH:10]=[CH:9][CH:8]=2)=[N:5][N:4]=[C:3]1[CH2:13][CH2:14][CH2:15][CH:16]=[O:18], predict the reactants needed to synthesize it. The reactants are: [CH3:1][N:2]1[C:6]([C:7]2[CH:12]=[CH:11][CH:10]=[CH:9][CH:8]=2)=[N:5][N:4]=[C:3]1[CH2:13][CH2:14][CH2:15][CH:16]=C.[OH2:18]. (3) Given the product [CH2:25]([O:24][C:22]([N:19]1[CH2:20][CH2:21][CH:16]([N:12]2[CH2:11][CH2:10][CH:9]([NH:8][C:6]([O:5][C:2]([CH3:1])([CH3:3])[CH3:4])=[O:7])[CH2:14][CH2:13]2)[CH2:17][CH2:18]1)=[O:23])[C:26]1[CH:27]=[CH:28][CH:29]=[CH:30][CH:31]=1, predict the reactants needed to synthesize it. The reactants are: [CH3:1][C:2]([O:5][C:6]([NH:8][CH:9]1[CH2:14][CH2:13][NH:12][CH2:11][CH2:10]1)=[O:7])([CH3:4])[CH3:3].O=[C:16]1[CH2:21][CH2:20][N:19]([C:22]([O:24][CH2:25][C:26]2[CH:31]=[CH:30][CH:29]=[CH:28][CH:27]=2)=[O:23])[CH2:18][CH2:17]1.[BH3-]C#N.[Na+]. (4) Given the product [Br:28][C:25]1[CH:26]=[CH:27][C:22]([C:16]([N:11]2[C:12]3[C:8](=[C:7]([NH:6][S:2]([CH3:1])(=[O:4])=[O:3])[CH:15]=[CH:14][CH:13]=3)[CH:9]=[N:10]2)([CH2:20][CH3:21])[CH:17]([OH:19])[CH3:18])=[CH:23][CH:24]=1, predict the reactants needed to synthesize it. The reactants are: [CH3:1][S:2](Cl)(=[O:4])=[O:3].[NH2:6][C:7]1[CH:15]=[CH:14][CH:13]=[C:12]2[C:8]=1[CH:9]=[N:10][N:11]2[C:16]([C:22]1[CH:27]=[CH:26][C:25]([Br:28])=[CH:24][CH:23]=1)([CH2:20][CH3:21])[CH:17]([OH:19])[CH3:18].CN1CCOCC1.